From a dataset of Forward reaction prediction with 1.9M reactions from USPTO patents (1976-2016). Predict the product of the given reaction. Given the reactants [C:1]([C:5]1[CH:18]=[CH:17][C:8]([O:9][CH2:10][C@H:11]2[O:15][C:14]([NH2:16])=[N:13][CH2:12]2)=[CH:7][CH:6]=1)([CH3:4])([CH3:3])[CH3:2].[C:19](OCC)(=[O:24])[C:20]#[C:21][CH2:22][CH3:23], predict the reaction product. The product is: [C:1]([C:5]1[CH:18]=[CH:17][C:8]([O:9][CH2:10][C@H:11]2[O:15][C:14]3=[N:16][C:19](=[O:24])[CH:20]=[C:21]([CH2:22][CH3:23])[N:13]3[CH2:12]2)=[CH:7][CH:6]=1)([CH3:4])([CH3:2])[CH3:3].